This data is from NCI-60 drug combinations with 297,098 pairs across 59 cell lines. The task is: Regression. Given two drug SMILES strings and cell line genomic features, predict the synergy score measuring deviation from expected non-interaction effect. Drug 1: C1=CC(=CC=C1CC(C(=O)O)N)N(CCCl)CCCl.Cl. Drug 2: CC1=C(C(=CC=C1)Cl)NC(=O)C2=CN=C(S2)NC3=CC(=NC(=N3)C)N4CCN(CC4)CCO. Cell line: K-562. Synergy scores: CSS=77.8, Synergy_ZIP=4.11, Synergy_Bliss=3.22, Synergy_Loewe=-11.2, Synergy_HSA=3.70.